Dataset: NCI-60 drug combinations with 297,098 pairs across 59 cell lines. Task: Regression. Given two drug SMILES strings and cell line genomic features, predict the synergy score measuring deviation from expected non-interaction effect. (1) Drug 1: CC12CCC3C(C1CCC2=O)CC(=C)C4=CC(=O)C=CC34C. Drug 2: CN(C)C1=NC(=NC(=N1)N(C)C)N(C)C. Cell line: UACC62. Synergy scores: CSS=23.3, Synergy_ZIP=-0.0348, Synergy_Bliss=1.77, Synergy_Loewe=-27.2, Synergy_HSA=1.17. (2) Drug 1: CN1CCC(CC1)COC2=C(C=C3C(=C2)N=CN=C3NC4=C(C=C(C=C4)Br)F)OC. Drug 2: C1=CC(=CC=C1C#N)C(C2=CC=C(C=C2)C#N)N3C=NC=N3. Cell line: RPMI-8226. Synergy scores: CSS=4.92, Synergy_ZIP=4.23, Synergy_Bliss=8.84, Synergy_Loewe=0.0348, Synergy_HSA=1.92. (3) Drug 1: C1=CC(=CC=C1CCCC(=O)O)N(CCCl)CCCl. Drug 2: CC1=C(C(=CC=C1)Cl)NC(=O)C2=CN=C(S2)NC3=CC(=NC(=N3)C)N4CCN(CC4)CCO. Cell line: SW-620. Synergy scores: CSS=28.1, Synergy_ZIP=1.29, Synergy_Bliss=1.46, Synergy_Loewe=0.0582, Synergy_HSA=1.17. (4) Drug 1: CCN(CC)CCCC(C)NC1=C2C=C(C=CC2=NC3=C1C=CC(=C3)Cl)OC. Drug 2: CC1CCCC2(C(O2)CC(NC(=O)CC(C(C(=O)C(C1O)C)(C)C)O)C(=CC3=CSC(=N3)C)C)C. Cell line: HOP-62. Synergy scores: CSS=46.5, Synergy_ZIP=-2.73, Synergy_Bliss=-4.20, Synergy_Loewe=-5.62, Synergy_HSA=1.58. (5) Drug 1: C1=NC(=NC(=O)N1C2C(C(C(O2)CO)O)O)N. Drug 2: C1CNP(=O)(OC1)N(CCCl)CCCl. Cell line: M14. Synergy scores: CSS=17.7, Synergy_ZIP=-2.48, Synergy_Bliss=6.90, Synergy_Loewe=-21.5, Synergy_HSA=5.46.